From a dataset of Reaction yield outcomes from USPTO patents with 853,638 reactions. Predict the reaction yield, written as a fraction of the theoretical maximum amount of product (1.0 means a 100% yield; for example, 0.34 means a 34% yield). (1) The reactants are [CH3:1][O:2][C:3]1[CH:10]=[CH:9][C:8]([C:11]2[C:19]3[C:14](=[N:15][CH:16]=[CH:17][CH:18]=3)[N:13](S(C3C=CC(C)=CC=3)(=O)=O)[CH:12]=2)=[CH:7][C:4]=1[C:5]#[N:6].[OH-].[Na+].O. The catalyst is O1CCOCC1. The product is [CH3:1][O:2][C:3]1[CH:10]=[CH:9][C:8]([C:11]2[C:19]3[C:14](=[N:15][CH:16]=[CH:17][CH:18]=3)[NH:13][CH:12]=2)=[CH:7][C:4]=1[C:5]#[N:6]. The yield is 0.450. (2) The reactants are Cl.Cl.[NH:3]1[CH2:8][CH2:7][CH2:6][C@@H:5]([CH2:9][N:10]2[CH2:15][CH2:14][N:13]([C:16]([O:18][CH2:19][C:20]3[CH:25]=[CH:24][CH:23]=[CH:22][CH:21]=3)=[O:17])[CH2:12][CH2:11]2)[CH2:4]1.C(N([CH:32]([CH3:34])[CH3:33])CC)(C)C.C(OC1(O[Si](C)(C)C)CC1)C.C([BH3-])#N.[Na+]. The catalyst is CO.C1COCC1.C(O)(=O)C. The product is [CH:32]1([N:3]2[CH2:8][CH2:7][CH2:6][C@H:5]([CH2:9][N:10]3[CH2:11][CH2:12][N:13]([C:16]([O:18][CH2:19][C:20]4[CH:21]=[CH:22][CH:23]=[CH:24][CH:25]=4)=[O:17])[CH2:14][CH2:15]3)[CH2:4]2)[CH2:34][CH2:33]1. The yield is 0.620. (3) The reactants are Cl.[C:2]1([CH:8]([CH3:11])[CH2:9][NH2:10])[CH:7]=[CH:6][CH:5]=[CH:4][CH:3]=1.CCN(CC)CC.[CH3:19][CH:20]([S:22](Cl)(=[O:24])=[O:23])[CH3:21]. The catalyst is CN(C1C=CN=CC=1)C.C(Cl)Cl. The product is [C:2]1([CH:8]([CH3:11])[CH2:9][NH:10][S:22]([CH:20]([CH3:21])[CH3:19])(=[O:24])=[O:23])[CH:7]=[CH:6][CH:5]=[CH:4][CH:3]=1. The yield is 0.860. (4) The reactants are [C:1]([C:3]1[C:11]2[C:6](=[CH:7][C:8]([C:12]([O:14]C)=[O:13])=[CH:9][CH:10]=2)[NH:5][N:4]=1)#[N:2].OO.NC(N)=[O:20].[OH-].[Na+]. The catalyst is CO. The product is [C:1]([C:3]1[C:11]2[C:6](=[CH:7][C:8]([C:12]([OH:14])=[O:13])=[CH:9][CH:10]=2)[NH:5][N:4]=1)(=[O:20])[NH2:2]. The yield is 0.320. (5) The yield is 0.590. The catalyst is CO. The product is [ClH:10].[C:2]([C:3]1[CH:4]=[C:5]([NH2:6])[N:19]([C:15]2[CH:16]=[CH:17][CH:18]=[C:13]([S:12][CH3:11])[CH:14]=2)[N:20]=1)([CH3:9])([CH3:8])[CH3:1]. The reactants are [CH3:1][C:2]([CH3:9])([CH3:8])[C:3](=O)[CH2:4][C:5]#[N:6].[ClH:10].[CH3:11][S:12][C:13]1[CH:14]=[C:15]([NH:19][NH2:20])[CH:16]=[CH:17][CH:18]=1.